From a dataset of Full USPTO retrosynthesis dataset with 1.9M reactions from patents (1976-2016). Predict the reactants needed to synthesize the given product. (1) Given the product [I:29][CH2:2][CH2:3][CH2:4][C:5]#[C:6][C@H:7]1[CH2:12][CH2:11][C@H:10]([N:13]([CH3:27])[S:14]([C:17]2[CH:22]=[CH:21][C:20]([C:23]([F:26])([F:25])[F:24])=[CH:19][CH:18]=2)(=[O:16])=[O:15])[CH2:9][CH2:8]1, predict the reactants needed to synthesize it. The reactants are: Cl[CH2:2][CH2:3][CH2:4][C:5]#[C:6][C@H:7]1[CH2:12][CH2:11][C@H:10]([N:13]([CH3:27])[S:14]([C:17]2[CH:22]=[CH:21][C:20]([C:23]([F:26])([F:25])[F:24])=[CH:19][CH:18]=2)(=[O:16])=[O:15])[CH2:9][CH2:8]1.[Na+].[I-:29]. (2) Given the product [C:38]1([S:44]([NH:47][C:17](=[O:18])[CH2:16][C:13]2[CH:14]=[CH:15][C:10]([NH:9][C:7]([C:6]3[CH:5]=[C:4]([C:20]4[CH:25]=[CH:24][CH:23]=[CH:22][CH:21]=4)[O:3][C:2]=3[CH3:1])=[O:8])=[CH:11][CH:12]=2)(=[O:46])=[O:45])[CH:43]=[CH:42][CH:41]=[CH:40][CH:39]=1, predict the reactants needed to synthesize it. The reactants are: [CH3:1][C:2]1[O:3][C:4]([C:20]2[CH:25]=[CH:24][CH:23]=[CH:22][CH:21]=2)=[CH:5][C:6]=1[C:7]([NH:9][C:10]1[CH:15]=[CH:14][C:13]([CH2:16][C:17](O)=[O:18])=[CH:12][CH:11]=1)=[O:8].Cl.CN(C)CCCN=C=NCC.[C:38]1([S:44]([NH2:47])(=[O:46])=[O:45])[CH:43]=[CH:42][CH:41]=[CH:40][CH:39]=1.